Dataset: Forward reaction prediction with 1.9M reactions from USPTO patents (1976-2016). Task: Predict the product of the given reaction. (1) Given the reactants [C:1]([O:5][C:6]([N:8]1[C:13]2[CH:14]=[C:15]([Cl:26])[C:16]([NH:18][C:19]([O:21][C:22]([CH3:25])([CH3:24])[CH3:23])=[O:20])=[CH:17][C:12]=2[O:11][CH:10]([C:27](O)=[O:28])[CH2:9]1)=[O:7])([CH3:4])([CH3:3])[CH3:2].CCN=C=NCCCN(C)C.C1C=CC2N(O)N=NC=2C=1.CCN(C(C)C)C(C)C.[F:60][C:61]1[CH:75]=[CH:74][C:64]([CH2:65][C:66]2([C:72]#[N:73])[CH2:71][CH2:70][NH:69][CH2:68][CH2:67]2)=[CH:63][CH:62]=1, predict the reaction product. The product is: [C:1]([O:5][C:6]([N:8]1[C:13]2[CH:14]=[C:15]([Cl:26])[C:16]([NH:18][C:19]([O:21][C:22]([CH3:25])([CH3:24])[CH3:23])=[O:20])=[CH:17][C:12]=2[O:11][CH:10]([C:27]([N:69]2[CH2:70][CH2:71][C:66]([C:72]#[N:73])([CH2:65][C:64]3[CH:74]=[CH:75][C:61]([F:60])=[CH:62][CH:63]=3)[CH2:67][CH2:68]2)=[O:28])[CH2:9]1)=[O:7])([CH3:4])([CH3:3])[CH3:2]. (2) Given the reactants [NH2:1][C@@H:2]1[CH2:7][CH2:6][CH2:5][N:4]([C:8]2[N:9]([CH2:16][C:17]3[CH:24]=[CH:23][CH:22]=[CH:21][C:18]=3[C:19]#[N:20])[C:10](=[O:15])[C:11](Br)=[CH:12][N:13]=2)[CH2:3]1.C([SnH](CCCC)CCCC)CCC.CC(N=NC(C#N)(C)C)(C#N)C, predict the reaction product. The product is: [NH2:1][C@@H:2]1[CH2:7][CH2:6][CH2:5][N:4]([C:8]2[N:9]([CH2:16][C:17]3[CH:24]=[CH:23][CH:22]=[CH:21][C:18]=3[C:19]#[N:20])[C:10](=[O:15])[CH:11]=[CH:12][N:13]=2)[CH2:3]1. (3) Given the reactants [C:1]([O:5][C:6](=[O:11])[NH:7][CH2:8][CH2:9]Br)([CH3:4])([CH3:3])[CH3:2].[N-:12]=[N+:13]=[N-:14].[Na+].CN(C=O)C, predict the reaction product. The product is: [C:1]([O:5][C:6](=[O:11])[NH:7][CH2:8][CH2:9][N:12]=[N+:13]=[N-:14])([CH3:4])([CH3:3])[CH3:2]. (4) Given the reactants [Cl:1][C:2]1[CH:6]=[C:5]([C:7]([O:9]C)=[O:8])[N:4]([CH3:11])[N:3]=1.O.[Li+].[OH-], predict the reaction product. The product is: [Cl:1][C:2]1[CH:6]=[C:5]([C:7]([OH:9])=[O:8])[N:4]([CH3:11])[N:3]=1. (5) Given the reactants [Br:1][C:2]1[C:7]([O:8][CH2:9][C:10]2[CH:11]=[N:12][CH:13]=[C:14]([S:16][CH3:17])[CH:15]=2)=[CH:6][C:5]([N:18]=[CH:19][N:20](C)C)=[C:4]([C:23]#[N:24])[CH:3]=1.[CH:25](N)([CH3:27])[CH3:26].ClCCl.CO, predict the reaction product. The product is: [Br:1][C:2]1[CH:3]=[C:4]2[C:5](=[CH:6][C:7]=1[O:8][CH2:9][C:10]1[CH:11]=[N:12][CH:13]=[C:14]([S:16][CH3:17])[CH:15]=1)[N:18]=[CH:19][N:20]=[C:23]2[NH:24][CH:25]([CH3:27])[CH3:26]. (6) Given the reactants [CH2:1]([C:3]1[CH:4]=[C:5]([CH2:11][C:12]([C:22]([O:24][CH2:25][CH3:26])=[O:23])([C:17]([O:19][CH2:20][CH3:21])=[O:18])[CH2:13][C:14](O)=[O:15])[CH:6]=[CH:7][C:8]=1[CH2:9][CH3:10])[CH3:2].[NH:27]1[CH2:32][CH2:31][CH:30]([N:33]2[CH2:42][C:41]3[C:36](=[CH:37][CH:38]=[CH:39][CH:40]=3)[NH:35][C:34]2=[O:43])[CH2:29][CH2:28]1, predict the reaction product. The product is: [CH2:1]([C:3]1[CH:4]=[C:5]([CH:6]=[CH:7][C:8]=1[CH2:9][CH3:10])[CH2:11][C:12]([CH2:13][C:14](=[O:15])[N:27]1[CH2:28][CH2:29][CH:30]([N:33]2[CH2:42][C:41]3[C:36](=[CH:37][CH:38]=[CH:39][CH:40]=3)[NH:35][C:34]2=[O:43])[CH2:31][CH2:32]1)([C:17]([O:19][CH2:20][CH3:21])=[O:18])[C:22]([O:24][CH2:25][CH3:26])=[O:23])[CH3:2]. (7) The product is: [NH2:1][C:2]1[CH:7]=[C:6]([C:8]([F:10])([F:9])[F:11])[CH:5]=[CH:4][C:3]=1[S:12]([NH:15][C:16]1[CH:17]=[CH:18][CH:19]=[C:20]2[C:25]=1[N:24]=[CH:23][CH:22]=[C:21]2[O:26][CH3:27])(=[O:13])=[O:14]. Given the reactants [NH2:1][C:2]1[CH:7]=[C:6]([C:8]([F:11])([F:10])[F:9])[CH:5]=[CH:4][C:3]=1[S:12]([NH:15][C:16]1[C:17](Cl)=[CH:18][CH:19]=[C:20]2[C:25]=1[N:24]=[CH:23][CH:22]=[C:21]2[O:26][CH3:27])(=[O:14])=[O:13].C([O-])=O.[NH4+], predict the reaction product.